This data is from Full USPTO retrosynthesis dataset with 1.9M reactions from patents (1976-2016). The task is: Predict the reactants needed to synthesize the given product. (1) The reactants are: Br[CH2:2][CH2:3][CH2:4][O:5][C:6]1[CH:15]=[C:14]2[C:9]([C:10]([O:16][C:17]3[CH:22]=[CH:21][C:20]([NH:23][C:24]([NH:26][CH2:27][CH2:28][CH3:29])=[O:25])=[C:19]([Cl:30])[CH:18]=3)=[CH:11][CH:12]=[N:13]2)=[CH:8][C:7]=1[O:31][CH3:32].C(=O)([O-])[O-].[K+].[K+].[CH3:39][NH:40][CH2:41][CH2:42][OH:43].O. Given the product [Cl:30][C:19]1[CH:18]=[C:17]([O:16][C:10]2[C:9]3[C:14](=[CH:15][C:6]([O:5][CH2:4][CH2:3][CH2:2][N:40]([CH2:41][CH2:42][OH:43])[CH3:39])=[C:7]([O:31][CH3:32])[CH:8]=3)[N:13]=[CH:12][CH:11]=2)[CH:22]=[CH:21][C:20]=1[NH:23][C:24]([NH:26][CH2:27][CH2:28][CH3:29])=[O:25], predict the reactants needed to synthesize it. (2) Given the product [CH3:1][N:2]1[C:10]([CH2:11][N:12]2[CH2:17][CH2:16][CH:15]([C:18]([OH:21])([CH3:20])[CH3:19])[CH2:14][CH2:13]2)=[N:9][C:8]2[C:3]1=[N:4][C:5]([C:42]1[C:43]3[CH:44]=[CH:45][NH:46][C:47]=3[CH:48]=[CH:49][N:50]=1)=[N:6][C:7]=2[N:22]1[CH2:27][CH2:26][O:25][CH2:24][CH2:23]1, predict the reactants needed to synthesize it. The reactants are: [CH3:1][N:2]1[C:10]([CH2:11][N:12]2[CH2:17][CH2:16][CH:15]([C:18]([OH:21])([CH3:20])[CH3:19])[CH2:14][CH2:13]2)=[N:9][C:8]2[C:3]1=[N:4][C:5]([Sn](CCCC)(CCCC)CCCC)=[N:6][C:7]=2[N:22]1[CH2:27][CH2:26][O:25][CH2:24][CH2:23]1.Br[C:42]1[N:50]=[CH:49][CH:48]=[C:47]2[C:43]=1[CH:44]=[CH:45][NH:46]2. (3) Given the product [CH3:34][O:33][C:30]1[CH:29]=[C:28]2[C:27](=[CH:32][CH:31]=1)[C:25]1[C:24](=[CH:23][C:22]3[C:18]4[CH:17]=[C:16]5[C:15](=[CH:41][C:19]=4[S:20][C:21]=3[CH:26]=1)[C:6]1[C:7](=[CH:8][C:3]([O:2][CH3:1])=[CH:4][CH:5]=1)[C:9]1[C:14]5=[CH:13][CH:12]=[CH:11][CH:10]=1)[C:40]1[C:35]2=[CH:36][CH:37]=[CH:38][CH:39]=1, predict the reactants needed to synthesize it. The reactants are: [CH3:1][O:2][C:3]1[CH:4]=[CH:5][C:6]([C:15]2[CH:16]=[CH:17][C:18]3[C:22]4[CH:23]=[CH:24][C:25]([C:27]5[CH:32]=[CH:31][C:30]([O:33][CH3:34])=[CH:29][C:28]=5[C:35]5[CH:40]=[CH:39][CH:38]=[CH:37][CH:36]=5)=[CH:26][C:21]=4[S:20][C:19]=3[CH:41]=2)=[C:7]([C:9]2[CH:14]=[CH:13][CH:12]=[CH:11][CH:10]=2)[CH:8]=1.CO. (4) Given the product [CH2:1]([O:3][C:4]([C:6]12[CH2:11][CH2:10][C:9]([NH:23][CH2:16][C:17]3[CH:22]=[CH:21][CH:20]=[CH:19][CH:18]=3)([CH2:8][CH2:7]1)[CH2:14][C:13]2=[O:15])=[O:5])[CH3:2], predict the reactants needed to synthesize it. The reactants are: [CH2:1]([O:3][C:4]([C:6]1([C:13](=[O:15])[CH3:14])[CH2:11][CH2:10][C:9](=O)[CH2:8][CH2:7]1)=[O:5])[CH3:2].[CH2:16]([NH2:23])[C:17]1[CH:22]=[CH:21][CH:20]=[CH:19][CH:18]=1.O.C1(C)C=CC(S(O)(=O)=O)=CC=1. (5) Given the product [Br:18][C:12]1[C:13]([F:14])=[C:8]([C:5]2[C:4]([C:16]#[N:17])=[CH:3][C:2]([F:1])=[CH:7][CH:6]=2)[C:9]([F:15])=[CH:10][CH:11]=1, predict the reactants needed to synthesize it. The reactants are: [F:1][C:2]1[CH:3]=[C:4]([C:16]#[N:17])[C:5]([C:8]2[C:13]([F:14])=[CH:12][CH:11]=[CH:10][C:9]=2[F:15])=[CH:6][CH:7]=1.[Br:18]N1C(C)(C)C(=O)N(Br)C1=O.S(=O)(=O)(O)O.O. (6) Given the product [C:33]([O:32][C:30](=[O:31])[NH:1][C@H:2]([C:15]1[CH:16]=[CH:17][CH:18]=[CH:19][CH:20]=1)[CH2:3][O:4][C:5]1[CH:6]=[CH:7][C:8]([N+:12]([O-:14])=[O:13])=[C:9]([NH2:10])[CH:11]=1)([CH3:36])([CH3:35])[CH3:34], predict the reactants needed to synthesize it. The reactants are: [NH2:1][C@H:2]([C:15]1[CH:20]=[CH:19][CH:18]=[CH:17][CH:16]=1)[CH2:3][O:4][C:5]1[CH:6]=[CH:7][C:8]([N+:12]([O-:14])=[O:13])=[C:9]([CH:11]=1)[NH2:10].C(N(CC)C(C)C)(C)C.[C:30](O[C:30]([O:32][C:33]([CH3:36])([CH3:35])[CH3:34])=[O:31])([O:32][C:33]([CH3:36])([CH3:35])[CH3:34])=[O:31].C([O-])(O)=O.[Na+]. (7) Given the product [CH3:2][O:3][CH:4]=[C:50]1[CH2:49][CH2:48][CH:47]([C:44]2[CH:43]=[CH:42][C:41]([CH2:40][CH2:39][CH:36]3[CH2:35][CH2:34][CH:33]([CH2:30][CH2:31][CH3:32])[CH2:38][CH2:37]3)=[CH:46][CH:45]=2)[CH2:52][CH2:51]1, predict the reactants needed to synthesize it. The reactants are: [Cl-].[CH3:2][O:3][CH2:4][P+](C1C=CC=CC=1)(C1C=CC=CC=1)C1C=CC=CC=1.CC(C)([O-])C.[K+].[CH2:30]([CH:33]1[CH2:38][CH2:37][CH:36]([CH2:39][CH2:40][C:41]2[CH:46]=[CH:45][C:44]([CH:47]3[CH2:52][CH2:51][C:50](=O)[CH2:49][CH2:48]3)=[CH:43][CH:42]=2)[CH2:35][CH2:34]1)[CH2:31][CH3:32].